Dataset: Catalyst prediction with 721,799 reactions and 888 catalyst types from USPTO. Task: Predict which catalyst facilitates the given reaction. (1) Reactant: [CH2:1]([O:4][CH2:5][C:6]1[O:10][N:9]=[C:8]([C:11]([O:13]CC)=[O:12])[CH:7]=1)[C:2]#[CH:3].C(O)C.[OH-].[Li+]. Product: [CH2:1]([O:4][CH2:5][C:6]1[O:10][N:9]=[C:8]([C:11]([OH:13])=[O:12])[CH:7]=1)[C:2]#[CH:3]. The catalyst class is: 6. (2) Reactant: [C:1]([C:4]1[C:5]([Cl:17])=[C:6]2[C:11](=[C:12]([CH3:14])[CH:13]=1)S[CH2:9][CH2:8][C:7]2([CH3:16])[CH3:15])(=[O:3])[CH3:2].OO.[S:20]([O-:23])(O)=[O:21].[Na+]. Product: [C:1]([C:4]1[C:5]([Cl:17])=[C:6]2[C:11](=[C:12]([CH3:14])[CH:13]=1)[S:20](=[O:23])(=[O:21])[CH2:9][CH2:8][C:7]2([CH3:16])[CH3:15])(=[O:3])[CH3:2]. The catalyst class is: 15. (3) Reactant: [CH3:1][C:2]1[CH:7]=[CH:6][N:5]=[C:4]([NH2:8])[N:3]=1.[Cl:9][C:10]1[CH:11]=[C:12]([CH:29]=[CH:30][CH:31]=1)[CH2:13][NH:14][C:15]([C:17]1[CH:25]=[CH:24][C:20]([C:21]([O-])=[O:22])=[C:19]([N:26]=[C:27]=[S:28])[CH:18]=1)=[O:16]. Product: [Cl:9][C:10]1[CH:11]=[C:12]([CH:29]=[CH:30][CH:31]=1)[CH2:13][NH:14][C:15]([C:17]1[CH:18]=[C:19]2[C:20]([C:21](=[O:22])[N:8]([C:4]3[N:3]=[C:2]([CH3:1])[CH:7]=[CH:6][N:5]=3)[C:27](=[S:28])[NH:26]2)=[CH:24][CH:25]=1)=[O:16]. The catalyst class is: 16.